From a dataset of Forward reaction prediction with 1.9M reactions from USPTO patents (1976-2016). Predict the product of the given reaction. (1) The product is: [C:28]1([CH:27]2[CH2:26][O:25][C:12]3([CH2:13][CH2:14][N:15]([C:18]([O:20][C:21]([CH3:22])([CH3:23])[CH3:24])=[O:19])[CH2:16][CH2:17]3)[CH2:11][NH:10]2)[CH:29]=[CH:30][CH:31]=[CH:32][CH:33]=1. Given the reactants COC1C=CC(C[N:10]2[CH:27]([C:28]3[CH:33]=[CH:32][CH:31]=[CH:30][CH:29]=3)[CH2:26][O:25][C:12]3([CH2:17][CH2:16][N:15]([C:18]([O:20][C:21]([CH3:24])([CH3:23])[CH3:22])=[O:19])[CH2:14][CH2:13]3)[CH2:11]2)=CC=1.C([O-])=O.[NH4+], predict the reaction product. (2) Given the reactants [Si:1]([O:8][C@H:9]([C:36]1[CH:41]=[CH:40][C:39]([OH:42])=[C:38]([CH2:43][OH:44])[CH:37]=1)[CH2:10][NH:11][C@H:12]([CH3:35])[CH2:13][C:14]1[CH:15]=[C:16]2[C:20](=[CH:21][CH:22]=1)[NH:19][C:18]([C:23]([NH:25][CH2:26][C:27]1[CH:32]=[CH:31][CH:30]=[CH:29][C:28]=1[O:33][CH3:34])=[O:24])=[CH:17]2)([C:4]([CH3:7])([CH3:6])[CH3:5])([CH3:3])[CH3:2].[CH3:45]OC1C=C(C=CC=1)CCN, predict the reaction product. The product is: [Si:1]([O:8][C@H:9]([C:36]1[CH:41]=[CH:40][C:39]([OH:42])=[C:38]([CH2:43][OH:44])[CH:37]=1)[CH2:10][NH:11][C@H:12]([CH3:35])[CH2:13][C:14]1[CH:15]=[C:16]2[C:20](=[CH:21][CH:22]=1)[NH:19][C:18]([C:23]([NH:25][CH2:26][CH2:27][C:32]1[CH:31]=[CH:30][CH:29]=[C:28]([O:33][CH3:34])[CH:45]=1)=[O:24])=[CH:17]2)([C:4]([CH3:5])([CH3:7])[CH3:6])([CH3:2])[CH3:3]. (3) The product is: [Br:1][C:2]1[CH:7]=[CH:6][C:5]([C:8]([C:10]2[CH:15]=[CH:14][C:13]([OH:16])=[CH:12][CH:11]=2)=[O:9])=[C:4]([F:18])[CH:3]=1. Given the reactants [Br:1][C:2]1[CH:7]=[CH:6][C:5]([C:8]([C:10]2[CH:15]=[CH:14][C:13]([O:16]C)=[CH:12][CH:11]=2)=[O:9])=[C:4]([F:18])[CH:3]=1.[Al+3].[Cl-].[Cl-].[Cl-].O, predict the reaction product. (4) The product is: [NH2:16][C:3]1[CH:2]=[CH:7][C:6]([C:23]#[N:24])=[C:5]([NH:8][C:9](=[O:15])[O:10][CH3:11])[CH:4]=1. Given the reactants I[C:2]1[CH:7]=[CH:6][C:5]([NH:8][C:9](=[O:15])[O:10][C:11](C)(C)C)=[CH:4][C:3]=1[N+:16]([O-])=O.IC1C=C[C:23]([NH2:24])=CC=1[N+]([O-])=O.C(OC(OC(C)(C)C)=O)(OC(C)(C)C)=O, predict the reaction product. (5) Given the reactants [CH2:1]([O:8][C:9](=[O:19])[C:10]([C:17]#[N:18])=[CH:11][CH:12]([CH2:15][CH3:16])[CH2:13][CH3:14])[C:2]1[CH:7]=[CH:6][CH:5]=[CH:4][CH:3]=1.[N+]([CH3:23])([O-])=O.C1CCN2C(=NCCC2)CC1, predict the reaction product. The product is: [CH2:1]([O:8][C:9]([C:10]1([C:17]#[N:18])[CH2:23][CH:11]1[CH:12]([CH2:13][CH3:14])[CH2:15][CH3:16])=[O:19])[C:2]1[CH:7]=[CH:6][CH:5]=[CH:4][CH:3]=1.